Dataset: Catalyst prediction with 721,799 reactions and 888 catalyst types from USPTO. Task: Predict which catalyst facilitates the given reaction. (1) Reactant: [C:1]1([C:14]2[CH:19]=[CH:18][CH:17]=[CH:16][CH:15]=2)[CH:6]=[CH:5][C:4]([NH:7][C:8](=[O:13])[O:9][CH:10]([CH3:12])[CH3:11])=[CH:3][CH:2]=1.Cl[S:21]([OH:24])(=[O:23])=[O:22].C(=O)=O.CO.[Na+:30].[Cl-]. Product: [Na+:30].[CH:10]([O:9][C:8]([NH:7][C:4]1[CH:5]=[CH:6][C:1]([C:14]2[CH:15]=[CH:16][C:17]([S:21]([O-:24])(=[O:23])=[O:22])=[CH:18][CH:19]=2)=[CH:2][CH:3]=1)=[O:13])([CH3:12])[CH3:11]. The catalyst class is: 4. (2) Reactant: [CH3:1][O:2][C:3]1[CH:8]=[CH:7][CH:6]=[CH:5][C:4]=1[N:9]1[CH2:15][CH:14]=[CH:13][CH2:12][C@H:11]([NH:16][C:17](=[O:23])[O:18][C:19]([CH3:22])([CH3:21])[CH3:20])[C:10]1=[O:24]. Product: [CH3:1][O:2][C:3]1[CH:8]=[CH:7][CH:6]=[CH:5][C:4]=1[N:9]1[CH2:15][CH2:14][CH2:13][CH2:12][C@H:11]([NH:16][C:17](=[O:23])[O:18][C:19]([CH3:20])([CH3:22])[CH3:21])[C:10]1=[O:24]. The catalyst class is: 99. (3) Reactant: [F:1][C:2]1[C:11]([F:12])=[CH:10][CH:9]=[C:8]([C:13]2[N:18]=[CH:17][CH:16]=[CH:15][N:14]=2)[C:3]=1[C:4]([O:6]C)=[O:5]. Product: [F:1][C:2]1[C:11]([F:12])=[CH:10][CH:9]=[C:8]([C:13]2[N:14]=[CH:15][CH:16]=[CH:17][N:18]=2)[C:3]=1[C:4]([OH:6])=[O:5]. The catalyst class is: 611.